From a dataset of Catalyst prediction with 721,799 reactions and 888 catalyst types from USPTO. Predict which catalyst facilitates the given reaction. (1) Reactant: C1CCN(C(N=NC(N2CCCCC2)=O)=O)CC1.[CH3:19][O:20][C:21]1[N:26]=[C:25]([CH2:27][CH2:28]O)[CH:24]=[CH:23][CH:22]=1.[C:30]1(=[O:40])[NH:34][C:33](=[O:35])[C:32]2=[CH:36][CH:37]=[CH:38][CH:39]=[C:31]12.C(P(CCCC)CCCC)CCC. Product: [CH3:19][O:20][C:21]1[N:26]=[C:25]([CH2:27][CH2:28][N:34]2[C:30](=[O:40])[C:31]3[C:32](=[CH:36][CH:37]=[CH:38][CH:39]=3)[C:33]2=[O:35])[CH:24]=[CH:23][CH:22]=1. The catalyst class is: 476. (2) Reactant: [NH2:1][C:2]1[N:7]=[CH:6][N:5]=[C:4]([NH:8][C@H:9]([C:11]2[N:16]([C:17]3[CH:22]=[CH:21][CH:20]=[CH:19][CH:18]=3)[C:15](=[O:23])[C:14]3=[C:24]([CH3:27])[CH:25]=[CH:26][N:13]3[N:12]=2)[CH3:10])[C:3]=1[S:28][C:29]1[CH:34]=[CH:33][C:32]([O:35]C)=[C:31]([F:37])[CH:30]=1.B(Br)(Br)Br. Product: [NH2:1][C:2]1[N:7]=[CH:6][N:5]=[C:4]([NH:8][C@H:9]([C:11]2[N:16]([C:17]3[CH:22]=[CH:21][CH:20]=[CH:19][CH:18]=3)[C:15](=[O:23])[C:14]3=[C:24]([CH3:27])[CH:25]=[CH:26][N:13]3[N:12]=2)[CH3:10])[C:3]=1[S:28][C:29]1[CH:34]=[CH:33][C:32]([OH:35])=[C:31]([F:37])[CH:30]=1. The catalyst class is: 4. (3) Reactant: [Cl:1][C:2]1[CH:27]=[CH:26][C:5]([O:6][C:7]2[CH:12]=[CH:11][C:10]([C:13]3[C:17]4[CH:18]=[C:19]([OH:22])[CH:20]=[CH:21][C:16]=4[O:15][N:14]=3)=[C:9]([CH2:23][CH2:24][CH3:25])[CH:8]=2)=[CH:4][CH:3]=1.C(NCC(C)C)C(C)C.S(Cl)([Cl:40])(=O)=O. The catalyst class is: 11. Product: [Cl:40][C:18]1[C:17]2[C:13]([C:10]3[CH:11]=[CH:12][C:7]([O:6][C:5]4[CH:26]=[CH:27][C:2]([Cl:1])=[CH:3][CH:4]=4)=[CH:8][C:9]=3[CH2:23][CH2:24][CH3:25])=[N:14][O:15][C:16]=2[CH:21]=[CH:20][C:19]=1[OH:22]. (4) Reactant: [CH:1]1([CH:7]([C:19]2[CH:23]=[C:22]([CH3:24])[O:21][C:20]=2[CH3:25])[O:8][C:9]2[CH:18]=[CH:17][C:12]([C:13]([O:15]C)=[O:14])=[CH:11][CH:10]=2)[CH2:6][CH2:5][CH2:4][CH2:3][CH2:2]1.[OH-].[Li+].O.Cl. Product: [CH:1]1([CH:7]([C:19]2[CH:23]=[C:22]([CH3:24])[O:21][C:20]=2[CH3:25])[O:8][C:9]2[CH:10]=[CH:11][C:12]([C:13]([OH:15])=[O:14])=[CH:17][CH:18]=2)[CH2:6][CH2:5][CH2:4][CH2:3][CH2:2]1. The catalyst class is: 111. (5) Reactant: [NH2:1][N:2]1[CH2:6][C:5](=[O:7])[N:4]([C:8]2[CH:13]=[CH:12][CH:11]=[C:10]([C:14]([OH:16])=[O:15])[CH:9]=2)[C:3]1=[S:17].[CH3:18][C:19]1[CH:20]=[C:21]([N:26]2[C:30]([OH:31])=[C:29]([CH:32]=O)[C:28]([CH3:34])=[N:27]2)[CH:22]=[CH:23][C:24]=1[CH3:25].C(O)C. Product: [C:14]([C:10]1[CH:9]=[C:8]([N:4]2[C:5](=[O:7])[CH2:6][N:2]([N:1]=[CH:32][C:29]3[C:28]([CH3:34])=[N:27][N:26]([C:21]4[CH:22]=[CH:23][C:24]([CH3:25])=[C:19]([CH3:18])[CH:20]=4)[C:30]=3[OH:31])[C:3]2=[S:17])[CH:13]=[CH:12][CH:11]=1)([OH:16])=[O:15]. The catalyst class is: 5. (6) Reactant: [CH3:1][C:2]1[NH:3][C:4]2[C:9]([CH:10]=1)=[C:8]([C:11]([F:14])([F:13])[F:12])[C:7]([C:15]#[N:16])=[CH:6][CH:5]=2.C(=O)([O-])[O-].[Cs+].[Cs+].Br[CH:24]([CH3:29])[C:25]([O:27][CH3:28])=[O:26]. Product: [C:15]([C:7]1[C:8]([C:11]([F:12])([F:14])[F:13])=[C:9]2[C:4](=[CH:5][CH:6]=1)[N:3]([CH:24]([CH3:29])[C:25]([O:27][CH3:28])=[O:26])[C:2]([CH3:1])=[CH:10]2)#[N:16]. The catalyst class is: 3. (7) Reactant: [CH3:1][N:2]1[CH:6]=[CH:5][C:4]([NH2:7])=[N:3]1.[N:8]1[CH:13]=[CH:12]C=[CH:10][CH:9]=1.[Cl:14][C:15]1[CH:16]=[C:17]([CH:31]=[CH:32][C:33]=1[C:34]#[N:35])[O:18][C:19]1[CH:24]=[CH:23][C:22]([S:25](Cl)(=[O:27])=[O:26])=[CH:21][C:20]=1[C:29]#[N:30]. Product: [CH2:9]([NH:8][CH2:13][CH3:12])[CH3:10].[Cl:14][C:15]1[CH:16]=[C:17]([CH:31]=[CH:32][C:33]=1[C:34]#[N:35])[O:18][C:19]1[CH:24]=[CH:23][C:22]([S:25]([NH:7][C:4]2[CH:5]=[CH:6][N:2]([CH3:1])[N:3]=2)(=[O:27])=[O:26])=[CH:21][C:20]=1[C:29]#[N:30]. The catalyst class is: 2. (8) Reactant: [Cl:1][C:2]1[CH:3]=[CH:4][C:5]([OH:22])=[C:6]([C:8]2[CH:13]=[CH:12][C:11]([C:14]([N:16]3[CH2:20][CH2:19][CH2:18][CH2:17]3)=[O:15])=[C:10]([F:21])[CH:9]=2)[CH:7]=1.[CH2:23]([O:25][C:26](=[O:29])[CH2:27]Br)[CH3:24].C(=O)([O-])[O-].[K+].[K+].O. Product: [Cl:1][C:2]1[CH:3]=[CH:4][C:5]([O:22][CH2:27][C:26]([O:25][CH2:23][CH3:24])=[O:29])=[C:6]([C:8]2[CH:13]=[CH:12][C:11]([C:14]([N:16]3[CH2:17][CH2:18][CH2:19][CH2:20]3)=[O:15])=[C:10]([F:21])[CH:9]=2)[CH:7]=1. The catalyst class is: 39.